From a dataset of Reaction yield outcomes from USPTO patents with 853,638 reactions. Predict the reaction yield, written as a fraction of the theoretical maximum amount of product (1.0 means a 100% yield; for example, 0.34 means a 34% yield). (1) The reactants are O[CH2:2][CH2:3][N:4]([CH2:17][C:18]([F:21])([F:20])[F:19])[C:5]1[CH:12]=[CH:11][C:8]([C:9]#[N:10])=[C:7]([C:13]([F:16])([F:15])[F:14])[CH:6]=1.[C:22]1([S:28][S:28][C:22]2[CH:27]=[CH:26][CH:25]=[CH:24][CH:23]=2)[CH:27]=[CH:26][CH:25]=[CH:24][CH:23]=1.C(P(CCCC)CCCC)CCC. The catalyst is C1COCC1. The product is [C:22]1([S:28][CH2:2][CH2:3][N:4]([CH2:17][C:18]([F:21])([F:20])[F:19])[C:5]2[CH:12]=[CH:11][C:8]([C:9]#[N:10])=[C:7]([C:13]([F:16])([F:15])[F:14])[CH:6]=2)[CH:27]=[CH:26][CH:25]=[CH:24][CH:23]=1. The yield is 0.930. (2) The reactants are [CH2:1]1[C:3]2([CH2:8][O:7][CH:6]([CH2:9][O:10][C:11]3[CH:16]=[CH:15][N:14]=[C:13]([CH2:17][S:18][C:19]4[NH:23][C:22]5[CH:24]=[CH:25][CH:26]=[CH:27][C:21]=5[N:20]=4)[C:12]=3[CH3:28])[O:5][CH2:4]2)[CH2:2]1.ClC1C=CC=C(C(OO)=[O:37])C=1.C(=O)([O-])O.[Na+]. The catalyst is CO.C1(C)C=CC=CC=1. The product is [CH2:2]1[C:3]2([CH2:4][O:5][CH:6]([CH2:9][O:10][C:11]3[CH:16]=[CH:15][N:14]=[C:13]([CH2:17][S:18]([C:19]4[NH:20][C:21]5[CH:27]=[CH:26][CH:25]=[CH:24][C:22]=5[N:23]=4)=[O:37])[C:12]=3[CH3:28])[O:7][CH2:8]2)[CH2:1]1. The yield is 0.954.